From a dataset of Full USPTO retrosynthesis dataset with 1.9M reactions from patents (1976-2016). Predict the reactants needed to synthesize the given product. (1) Given the product [CH2:15]([N:1]1[C:11]2[C:6](=[CH:7][CH:8]=[CH:9][CH:10]=2)[C:4](=[O:5])[C:2]1=[O:3])[CH2:16][CH2:17][CH2:18][CH3:19], predict the reactants needed to synthesize it. The reactants are: [NH:1]1[C:11]2[C:6](=[CH:7][CH:8]=[CH:9][CH:10]=2)[C:4](=[O:5])[C:2]1=[O:3].[H-].[Na+].Br[CH2:15][CH2:16][CH2:17][CH2:18][CH3:19].O. (2) Given the product [Cl:1][C:2]1[C:9]([Cl:10])=[CH:8][CH:7]=[CH:6][C:3]=1[CH:4]1[C:19]([C:20]([O:22][CH2:23][CH3:24])=[O:21])=[C:18]([CH2:25][CH2:26][CH3:27])[NH:11][C:12]2=[N:13][NH:14][CH:15]=[C:16]12, predict the reactants needed to synthesize it. The reactants are: [Cl:1][C:2]1[C:9]([Cl:10])=[CH:8][CH:7]=[CH:6][C:3]=1[CH:4]=O.[NH2:11][C:12]1[CH:16]=[CH:15][NH:14][N:13]=1.O=[C:18]([CH2:25][CH2:26][CH3:27])[CH2:19][C:20]([O:22][CH2:23][CH3:24])=[O:21]. (3) The reactants are: C1C(=O)N([Br:8])C(=O)C1.[C:9]1([O:15][CH3:16])[CH:14]=[CH:13][CH:12]=[CH:11][CH:10]=1. Given the product [Br:8][C:12]1[CH:13]=[CH:14][C:9]([O:15][CH3:16])=[CH:10][CH:11]=1, predict the reactants needed to synthesize it. (4) Given the product [Cl:1][C:2]1[N:7]=[C:6]([C:14]2[CH:13]=[CH:12][C:11]([F:10])=[CH:16][C:15]=2[F:17])[C:5]([F:9])=[CH:4][N:3]=1, predict the reactants needed to synthesize it. The reactants are: [Cl:1][C:2]1[N:7]=[C:6](Cl)[C:5]([F:9])=[CH:4][N:3]=1.[F:10][C:11]1[CH:16]=[C:15]([F:17])[CH:14]=[CH:13][C:12]=1B(O)O.C(=O)([O-])[O-].[K+].[K+].COCCOC. (5) Given the product [I:12][C:9]1[CH:10]=[C:11]2[C:6](=[CH:7][CH:8]=1)[N:5]=[CH:4][N:3]=[C:2]2[NH:16][CH2:13][C:14]#[CH:15], predict the reactants needed to synthesize it. The reactants are: Cl[C:2]1[C:11]2[C:6](=[CH:7][CH:8]=[C:9]([I:12])[CH:10]=2)[N:5]=[CH:4][N:3]=1.[CH2:13]([NH2:16])[C:14]#[CH:15].C(N(CC)CC)C.C(OCC)(=O)C.